The task is: Predict the reactants needed to synthesize the given product.. This data is from Full USPTO retrosynthesis dataset with 1.9M reactions from patents (1976-2016). Given the product [C:20]([SiH2:19][O:18][C:17]([CH3:25])([CH3:24])[C:13]1[CH:12]=[C:11]2[C:16](=[CH:15][CH:14]=1)[NH:8][CH:9]=[CH:10]2)([CH3:23])([CH3:21])[CH3:22].[C:1]([O:5][C:6]([N:8]1[C:16]2[C:11](=[CH:12][CH:13]=[CH:14][CH:15]=2)[CH:10]=[C:9]1[B:36]([OH:37])[OH:35])=[O:7])([CH3:4])([CH3:3])[CH3:2], predict the reactants needed to synthesize it. The reactants are: [C:1]([O:5][C:6]([N:8]1[C:16]2[C:11](=[CH:12][C:13]([C:17]([CH3:25])([CH3:24])[O:18][SiH2:19][C:20]([CH3:23])([CH3:22])[CH3:21])=[CH:14][CH:15]=2)[CH:10]=[CH:9]1)=[O:7])([CH3:4])([CH3:3])[CH3:2].C([N-]C(C)C)(C)C.[Li+].C[O:35][B:36](OC)[O:37]C.